Dataset: Catalyst prediction with 721,799 reactions and 888 catalyst types from USPTO. Task: Predict which catalyst facilitates the given reaction. (1) Reactant: [CH:1]1([C:7]2[C:8]3[CH:26]=[CH:25][C:24]([C:27]([NH:29][C:30]([CH3:45])([CH3:44])[C:31]([NH:33][C:34]4[CH:43]=[CH:42][C:37]([C:38]([O:40]C)=[O:39])=[CH:36][CH:35]=4)=[O:32])=[O:28])=[CH:23][C:9]=3[N:10]3[C:16]=2[C:15]2[CH:17]=[CH:18][C:19]([O:21][CH3:22])=[CH:20][C:14]=2[O:13][CH2:12][CH2:11]3)[CH2:6][CH2:5][CH2:4][CH2:3][CH2:2]1.[OH-].[Na+].Cl. Product: [CH:1]1([C:7]2[C:8]3[CH:26]=[CH:25][C:24]([C:27]([NH:29][C:30]([CH3:45])([CH3:44])[C:31]([NH:33][C:34]4[CH:43]=[CH:42][C:37]([C:38]([OH:40])=[O:39])=[CH:36][CH:35]=4)=[O:32])=[O:28])=[CH:23][C:9]=3[N:10]3[C:16]=2[C:15]2[CH:17]=[CH:18][C:19]([O:21][CH3:22])=[CH:20][C:14]=2[O:13][CH2:12][CH2:11]3)[CH2:6][CH2:5][CH2:4][CH2:3][CH2:2]1. The catalyst class is: 83. (2) Reactant: Cl.Cl.[C:3]([C:7]1[N:12]=[C:11]([NH:13][CH2:14][CH2:15][CH2:16][O:17][CH3:18])[C:10]([C:19]([N:21]([CH2:36][CH:37]([CH3:39])[CH3:38])[C@H:22]2[CH2:27][C@@H:26]([C:28]([N:30]3[CH2:35][CH2:34][O:33][CH2:32][CH2:31]3)=[O:29])[CH2:25][NH:24][CH2:23]2)=[O:20])=[CH:9][N:8]=1)([CH3:6])([CH3:5])[CH3:4].C(=O)([O-])O.[Na+]. Product: [C:3]([C:7]1[N:12]=[C:11]([NH:13][CH2:14][CH2:15][CH2:16][O:17][CH3:18])[C:10]([C:19]([N:21]([CH2:36][CH:37]([CH3:39])[CH3:38])[C@H:22]2[CH2:27][C@@H:26]([C:28]([N:30]3[CH2:35][CH2:34][O:33][CH2:32][CH2:31]3)=[O:29])[CH2:25][NH:24][CH2:23]2)=[O:20])=[CH:9][N:8]=1)([CH3:5])([CH3:6])[CH3:4]. The catalyst class is: 6.